From a dataset of Forward reaction prediction with 1.9M reactions from USPTO patents (1976-2016). Predict the product of the given reaction. (1) Given the reactants [Cl:1][C:2]1[CH:7]=[C:6]([O:8][C:9]2[CH:14]=[CH:13][C:12]([F:15])=[CH:11][C:10]=2[F:16])[CH:5]=[CH:4][C:3]=1[C:17]1([CH3:20])[CH2:19][O:18]1.N1C=[CH:24][N:23]=[N:22]1.[OH-].[Na+].[CH3:28][N:29]1C(=O)CCC1, predict the reaction product. The product is: [Cl:1][C:2]1[CH:7]=[C:6]([O:8][C:9]2[CH:14]=[CH:13][C:12]([F:15])=[CH:11][C:10]=2[F:16])[CH:5]=[CH:4][C:3]=1[C:17]([OH:18])([CH3:20])[CH2:19][N:23]1[CH:24]=[N:29][CH:28]=[N:22]1. (2) The product is: [Cl:14][C:11]1[C:10]([O:15][C:16]2[CH:21]=[CH:20][C:19]([OH:22])=[C:18]([CH:23]([CH3:25])[CH3:24])[CH:17]=2)=[C:9]([Cl:26])[CH:8]=[C:7]2[C:12]=1[CH:13]=[C:5]([C:3]([OH:4])=[O:2])[N:6]2[CH3:27]. Given the reactants C[O:2][C:3]([C:5]1[N:6]([CH3:27])[C:7]2[C:12]([CH:13]=1)=[C:11]([Cl:14])[C:10]([O:15][C:16]1[CH:21]=[CH:20][C:19]([OH:22])=[C:18]([CH:23]([CH3:25])[CH3:24])[CH:17]=1)=[C:9]([Cl:26])[CH:8]=2)=[O:4], predict the reaction product.